Dataset: Forward reaction prediction with 1.9M reactions from USPTO patents (1976-2016). Task: Predict the product of the given reaction. (1) Given the reactants [C:1]([O:5][C:6]([N:8]1[CH2:13][CH2:12][N:11]([C:14]2[C:19](Cl)=[N:18][CH:17]=[CH:16][N:15]=2)[CH2:10][CH2:9]1)=[O:7])([CH3:4])([CH3:3])[CH3:2].C(=O)([O-])[O-].[K+].[K+].[CH3:27][S:28]([C:31]1[CH:36]=[CH:35][C:34](B(O)O)=[CH:33][CH:32]=1)(=[O:30])=[O:29].O, predict the reaction product. The product is: [C:1]([O:5][C:6]([N:8]1[CH2:13][CH2:12][N:11]([C:14]2[C:19]([C:34]3[CH:35]=[CH:36][C:31]([S:28]([CH3:27])(=[O:30])=[O:29])=[CH:32][CH:33]=3)=[N:18][CH:17]=[CH:16][N:15]=2)[CH2:10][CH2:9]1)=[O:7])([CH3:4])([CH3:3])[CH3:2]. (2) Given the reactants O[C:2]1[CH:7]=[C:6](OC)[CH:5]=[C:4](OC)[C:3]=1[C:12](=[O:22])[CH2:13][C:14](C1C=CN=CC=1)=[O:15].C(O)(=O)C.[ClH:27].C([O-])(O)=O.[Na+], predict the reaction product. The product is: [ClH:27].[O:15]1[C:4]2[C:3](=[CH:2][CH:7]=[CH:6][CH:5]=2)[C:12](=[O:22])[CH:13]=[CH:14]1.